Predict the reactants needed to synthesize the given product. From a dataset of Full USPTO retrosynthesis dataset with 1.9M reactions from patents (1976-2016). (1) Given the product [CH:34]([N:5]1[CH2:6][C@@H:1]2[CH2:7][C@H:4]1[CH2:3][N:2]2[C:8]1[C:17]2[C:12](=[CH:13][CH:14]=[CH:15][CH:16]=2)[N:11]=[C:10]([C:18]2[CH:23]=[CH:22][N:21]=[C:20]([NH:24][C@H:25]([C:27]3[CH:32]=[CH:31][CH:30]=[CH:29][CH:28]=3)[CH3:26])[CH:19]=2)[CH:9]=1)([CH3:36])[CH3:33], predict the reactants needed to synthesize it. The reactants are: [CH:1]12[CH2:7][CH:4]([NH:5][CH2:6]1)[CH2:3][N:2]2[C:8]1[C:17]2[C:12](=[CH:13][CH:14]=[CH:15][CH:16]=2)[N:11]=[C:10]([C:18]2[CH:23]=[CH:22][N:21]=[C:20]([NH:24][CH:25]([C:27]3[CH:32]=[CH:31][CH:30]=[CH:29][CH:28]=3)[CH3:26])[CH:19]=2)[CH:9]=1.[CH3:33][C:34]([CH3:36])=O.CO. (2) Given the product [Cl:24][C:20]1[CH:19]=[C:18]([C:16]2[N:17]=[C:13]([N:10]3[C:9]4[CH:28]=[C:5]([O:4][CH2:3][CH2:2][N:36]([CH3:37])[CH3:35])[CH:6]=[CH:7][C:8]=4[N:12]=[CH:11]3)[S:14][C:15]=2[C:25]([NH2:27])=[O:26])[CH:23]=[CH:22][CH:21]=1, predict the reactants needed to synthesize it. The reactants are: Cl[CH2:2][CH2:3][O:4][C:5]1[CH:6]=[CH:7][C:8]2[N:12]=[CH:11][N:10]([C:13]3[S:14][C:15]([C:25]([NH2:27])=[O:26])=[C:16]([C:18]4[CH:23]=[CH:22][CH:21]=[C:20]([Cl:24])[CH:19]=4)[N:17]=3)[C:9]=2[CH:28]=1.C(=O)([O-])[O-].[K+].[K+].[CH3:35][NH:36][CH3:37].